This data is from Forward reaction prediction with 1.9M reactions from USPTO patents (1976-2016). The task is: Predict the product of the given reaction. (1) Given the reactants [Br:1][C:2]1[C:3]([OH:9])=[N:4][C:5](Cl)=[N:6][CH:7]=1.[NH2:10][C:11]1[CH:12]=[CH:13][C:14]([S:17]([NH2:20])(=[O:19])=[O:18])=[N:15][CH:16]=1.Cl, predict the reaction product. The product is: [Br:1][C:2]1[C:3]([OH:9])=[N:4][C:5]([NH:10][C:11]2[CH:12]=[CH:13][C:14]([S:17]([NH2:20])(=[O:19])=[O:18])=[N:15][CH:16]=2)=[N:6][CH:7]=1. (2) Given the reactants [F:1][C:2]1[CH:3]=[C:4]([CH:20]=[CH:21][C:22]=1[C:23](=[O:26])[NH:24][CH3:25])[CH2:5][C:6]1[C:7]([CH3:19])=[C:8]([CH3:18])[C:9]([CH:16]=C)=[C:10]([CH:15]=1)[C:11]([O:13][CH3:14])=[O:12].CC(C)=[O:29].C(#N)C.I([O-])(=O)(=O)=O.[Na+], predict the reaction product. The product is: [F:1][C:2]1[CH:3]=[C:4]([CH:20]=[CH:21][C:22]=1[C:23](=[O:26])[NH:24][CH3:25])[CH2:5][C:6]1[C:7]([CH3:19])=[C:8]([CH3:18])[C:9]([CH:16]=[O:29])=[C:10]([CH:15]=1)[C:11]([O:13][CH3:14])=[O:12].